This data is from Antibody developability classification from SAbDab with 2,409 antibodies. The task is: Regression/Classification. Given an antibody's heavy chain and light chain sequences, predict its developability. TAP uses regression for 5 developability metrics; SAbDab uses binary classification. (1) The antibody is ['EVQLVESGGGLVQPGGSLRLSCAASGFNIKDTYIHWVRQSPGKGLEWVARIYPTNGYTRYADSVKGRFTISADTSKNTAYLQMNSLRAEDTAIYYCSRWGGDGFYAMDYWGQGTLVTVSS', 'DIQMTQSPILLSASVGDRVTITCRASQDVNTAVAWYQQRTNGSPRLLIYSASFLYSGVPSRFSGSRSGTDFTLTISSLQPEDEADYYCQQHYTTPPTFGAGTKVEIK']. Result: 0 (not developable). (2) The antibody is ['EVQLQESGPSLVKPSQTLSLTCSVTGDSVTSDFWSWIRKFPGNKLEYMGYISYSGSTYYHPSLKSRISITRDTSKNQYYLQLNSVTTEDTATYYCASWGGDVWGAGTTVTVSS', 'PROT_86A5FDE1']. Result: 1 (developable).